Predict which catalyst facilitates the given reaction. From a dataset of Catalyst prediction with 721,799 reactions and 888 catalyst types from USPTO. (1) Reactant: [CH:1]([C:3]1[CH:11]=[CH:10][CH:9]=[C:8]2[C:4]=1[CH:5]=[CH:6][NH:7]2)=[O:2].[OH-].[K+].[CH3:14][O:15][CH2:16][CH2:17]Br. Product: [CH3:14][O:15][CH2:16][CH2:17][N:7]1[C:8]2[CH:9]=[CH:10][CH:11]=[C:3]([CH:1]=[O:2])[C:4]=2[CH:5]=[CH:6]1. The catalyst class is: 16. (2) Product: [NH2:25][C:26]1[N:30]([CH:12]2[CH2:17][CH2:16][CH2:15][N:14]([C:18]([O:20][C:21]([CH3:22])([CH3:23])[CH3:24])=[O:19])[CH2:13]2)[N:29]=[C:28]([C:31]2[CH:32]=[CH:33][C:34]([O:37][C:38]3[CH:43]=[CH:42][CH:41]=[CH:40][CH:39]=3)=[CH:35][CH:36]=2)[C:27]=1[C:44]#[N:45]. Reactant: S(O[CH:12]1[CH2:17][CH2:16][CH2:15][N:14]([C:18]([O:20][C:21]([CH3:24])([CH3:23])[CH3:22])=[O:19])[CH2:13]1)(C1C=CC(C)=CC=1)(=O)=O.[NH2:25][C:26]1[NH:30][N:29]=[C:28]([C:31]2[CH:36]=[CH:35][C:34]([O:37][C:38]3[CH:43]=[CH:42][CH:41]=[CH:40][CH:39]=3)=[CH:33][CH:32]=2)[C:27]=1[C:44]#[N:45].C([O-])([O-])=O.[Cs+].[Cs+]. The catalyst class is: 3. (3) Reactant: [F:1][C:2]1[C:3]([CH3:19])=[C:4]([N:8]2[C:12]([OH:13])=[CH:11][C:10]([C:14]([O:16][CH2:17][CH3:18])=[O:15])=[N:9]2)[CH:5]=[CH:6][CH:7]=1.C(N(CC)CC)C.C1C=CC(N([S:34]([C:37]([F:40])([F:39])[F:38])(=[O:36])=[O:35])[S:34]([C:37]([F:40])([F:39])[F:38])(=[O:36])=[O:35])=CC=1. Product: [F:1][C:2]1[C:3]([CH3:19])=[C:4]([N:8]2[C:12]([O:13][S:34]([C:37]([F:40])([F:39])[F:38])(=[O:36])=[O:35])=[CH:11][C:10]([C:14]([O:16][CH2:17][CH3:18])=[O:15])=[N:9]2)[CH:5]=[CH:6][CH:7]=1. The catalyst class is: 7.